This data is from Forward reaction prediction with 1.9M reactions from USPTO patents (1976-2016). The task is: Predict the product of the given reaction. (1) Given the reactants [CH:1]1([C:6]2([CH2:14][CH2:15][C:16]3[CH:21]=[CH:20][C:19]([C:22]4[C:23]([CH3:28])=[N:24][O:25][C:26]=4[CH3:27])=[CH:18][CH:17]=3)[O:11][C:10](=[O:12])[CH2:9][C:8](=[O:13])[CH2:7]2)[CH2:5][CH2:4][CH2:3][CH2:2]1.[CH3:29][C:30]1[CH:35]=[C:34]([CH3:36])[N:33]2[N:37]=[C:38]([CH:40]=O)[N:39]=[C:32]2[N:31]=1, predict the reaction product. The product is: [CH:1]1([C:6]2([CH2:14][CH2:15][C:16]3[CH:17]=[CH:18][C:19]([C:22]4[C:23]([CH3:28])=[N:24][O:25][C:26]=4[CH3:27])=[CH:20][CH:21]=3)[O:11][C:10](=[O:12])[C:9]([CH2:40][C:38]3[N:39]=[C:32]4[N:31]=[C:30]([CH3:29])[CH:35]=[C:34]([CH3:36])[N:33]4[N:37]=3)=[C:8]([OH:13])[CH2:7]2)[CH2:5][CH2:4][CH2:3][CH2:2]1. (2) The product is: [CH2:15]([C:18]([CH2:2][N:3]1[CH:7]=[N:6][C:5]([C:8]([F:14])([F:13])[C:9]([F:12])([F:11])[F:10])=[N:4]1)([C:21]#[N:22])[C:19]#[N:20])[CH:16]=[CH2:17]. Given the reactants Cl[CH2:2][N:3]1[CH:7]=[N:6][C:5]([C:8]([F:14])([F:13])[C:9]([F:12])([F:11])[F:10])=[N:4]1.[CH2:15]([CH:18]([C:21]#[N:22])[C:19]#[N:20])[CH:16]=[CH2:17].C(=O)([O-])[O-].[K+].[K+].O, predict the reaction product. (3) Given the reactants [CH3:1][N:2]1[C:7](=[O:8])[C:6]2=[C:9]([C:23]3[CH:28]=[CH:27][N:26]=[CH:25][CH:24]=3)[N:10]([CH2:12][C:13]3[C:22]4[C:17](=[CH:18][CH:19]=[CH:20][CH:21]=4)[CH:16]=[CH:15][CH:14]=3)[N:11]=[C:5]2[NH:4][C:3]1=[O:29].Br[CH2:31][C:32]1[CH:33]=[C:34]([CH:39]=[CH:40][CH:41]=1)[C:35]([O:37][CH3:38])=[O:36].C(=O)([O-])[O-].[K+].[K+], predict the reaction product. The product is: [CH3:1][N:2]1[C:7](=[O:8])[C:6]2=[C:9]([C:23]3[CH:24]=[CH:25][N:26]=[CH:27][CH:28]=3)[N:10]([CH2:12][C:13]3[C:22]4[C:17](=[CH:18][CH:19]=[CH:20][CH:21]=4)[CH:16]=[CH:15][CH:14]=3)[N:11]=[C:5]2[N:4]([CH2:31][C:32]2[CH:33]=[C:34]([CH:39]=[CH:40][CH:41]=2)[C:35]([O:37][CH3:38])=[O:36])[C:3]1=[O:29].